This data is from Reaction yield outcomes from USPTO patents with 853,638 reactions. The task is: Predict the reaction yield, written as a fraction of the theoretical maximum amount of product (1.0 means a 100% yield; for example, 0.34 means a 34% yield). (1) The reactants are [CH3:1][O:2][N:3]([CH3:18])[C:4]([CH:6]1[CH2:10][CH2:9][N:8](CC2C=CC=CC=2)[CH2:7]1)=[O:5].Cl[C:20]([O:22][CH2:23][C:24]1[CH:29]=[CH:28][CH:27]=[CH:26][CH:25]=1)=[O:21]. The catalyst is ClCCl. The product is [CH2:23]([O:22][C:20]([N:8]1[CH2:9][CH2:10][CH:6]([C:4](=[O:5])[N:3]([O:2][CH3:1])[CH3:18])[CH2:7]1)=[O:21])[C:24]1[CH:29]=[CH:28][CH:27]=[CH:26][CH:25]=1. The yield is 0.710. (2) The reactants are [Cl:1][C:2]1[CH:3]=[C:4]([C:9](=O)[CH2:10][C:11]2[CH:16]=[CH:15][CH:14]=[CH:13][CH:12]=2)[CH:5]=[CH:6][C:7]=1[F:8].[CH2:18]([O:20][C:21]1[CH:22]=[C:23]([CH:26]=[C:27]([N+:30]([O-:32])=[O:31])[C:28]=1[OH:29])[CH:24]=O)[CH3:19].[NH2:33][C:34]([NH2:36])=[O:35].Cl. The catalyst is C(O)C. The product is [Cl:1][C:2]1[CH:3]=[C:4]([C:9]2[NH:36][C:34](=[O:35])[NH:33][CH:24]([C:23]3[CH:26]=[C:27]([N+:30]([O-:32])=[O:31])[C:28]([OH:29])=[C:21]([O:20][CH2:18][CH3:19])[CH:22]=3)[C:10]=2[C:11]2[CH:16]=[CH:15][CH:14]=[CH:13][CH:12]=2)[CH:5]=[CH:6][C:7]=1[F:8]. The yield is 0.174. (3) The reactants are [OH-].[K+].[Br:3][C:4]1[CH:5]=[CH:6][C:7]2[NH:8][C:9]3[C:14]([C:15]=2[CH:16]=1)=[CH:13][C:12]([Br:17])=[CH:11][CH:10]=3.Br[CH2:19][CH2:20][CH:21]1[O:23][CH2:22]1. The catalyst is CN(C=O)C.CCOC(C)=O. The product is [Br:17][C:12]1[CH:11]=[CH:10][C:9]2[N:8]([CH2:19][CH2:20][CH:21]3[CH2:22][O:23]3)[C:7]3[C:15]([C:14]=2[CH:13]=1)=[CH:16][C:4]([Br:3])=[CH:5][CH:6]=3. The yield is 0.979. (4) The reactants are [F:1][C:2]1[CH:7]=[CH:6][C:5]([CH3:8])=[C:4]([N+:9]([O-:11])=[O:10])[CH:3]=1.S(=O)(=O)(O)O.C1C(=O)N([Br:24])C(=O)C1.O. The catalyst is FC(F)(F)C(O)=O. The product is [Br:24][C:6]1[CH:7]=[C:2]([F:1])[CH:3]=[C:4]([N+:9]([O-:11])=[O:10])[C:5]=1[CH3:8]. The yield is 1.00.